From a dataset of Catalyst prediction with 721,799 reactions and 888 catalyst types from USPTO. Predict which catalyst facilitates the given reaction. (1) Reactant: [CH3:1][O:2][C:3]1[C:4]([NH:27][C:28]2[CH:33]=[CH:32][N:31]=[CH:30][CH:29]=2)=[N:5][C:6]([C:9]2[C:17]3[C:12](=[CH:13][CH:14]=[CH:15][CH:16]=3)[N:11](CC3C=CC(OC)=CC=3)[N:10]=2)=[N:7][CH:8]=1.FC(F)(F)C(O)=O.FC(F)(F)S(O)(=O)=O.[OH-].[Na+]. Product: [NH:11]1[C:12]2[C:17](=[CH:16][CH:15]=[CH:14][CH:13]=2)[C:9]([C:6]2[N:5]=[C:4]([NH:27][C:28]3[CH:33]=[CH:32][N:31]=[CH:30][CH:29]=3)[C:3]([O:2][CH3:1])=[CH:8][N:7]=2)=[N:10]1. The catalyst class is: 26. (2) Reactant: [C:1]([N:8]([CH3:14])[C@H:9]([C:11](O)=[O:12])[CH3:10])([O:3][C:4]([CH3:7])([CH3:6])[CH3:5])=[O:2].C(Cl)CCl.C1C=[N:23]C2N(O)N=NC=2C=1.C(=O)([O-])O.[NH4+]. Product: [C:4]([O:3][C:1](=[O:2])[N:8]([C@H:9]([C:11](=[O:12])[NH2:23])[CH3:10])[CH3:14])([CH3:7])([CH3:6])[CH3:5]. The catalyst class is: 3.